Dataset: Peptide-MHC class II binding affinity with 134,281 pairs from IEDB. Task: Regression. Given a peptide amino acid sequence and an MHC pseudo amino acid sequence, predict their binding affinity value. This is MHC class II binding data. (1) The peptide sequence is FFALCVLGLVAAALP. The MHC is DRB1_0802 with pseudo-sequence DRB1_0802. The binding affinity (normalized) is 0.515. (2) The peptide sequence is GEEYLILSARDVLAV. The MHC is HLA-DPA10201-DPB10501 with pseudo-sequence HLA-DPA10201-DPB10501. The binding affinity (normalized) is 0.433.